Binary Classification. Given a T-cell receptor sequence (or CDR3 region) and an epitope sequence, predict whether binding occurs between them. From a dataset of TCR-epitope binding with 47,182 pairs between 192 epitopes and 23,139 TCRs. (1) The epitope is RIFTIGTVTLK. The TCR CDR3 sequence is CASGDTYNEQFF. Result: 0 (the TCR does not bind to the epitope). (2) The epitope is CTELKLSDY. The TCR CDR3 sequence is CASSSGQSNRQVTDTQYF. Result: 0 (the TCR does not bind to the epitope). (3) The epitope is NLDSKVGGNY. The TCR CDR3 sequence is RASRRPALDTQYF. Result: 0 (the TCR does not bind to the epitope). (4) The TCR CDR3 sequence is CASSPGWGPGELFF. Result: 1 (the TCR binds to the epitope). The epitope is VLWAHGFEL.